This data is from HIV replication inhibition screening data with 41,000+ compounds from the AIDS Antiviral Screen. The task is: Binary Classification. Given a drug SMILES string, predict its activity (active/inactive) in a high-throughput screening assay against a specified biological target. (1) The compound is O=C(O)CCc1cccc2c1oc1c(CCC(=O)O)cccc12. The result is 0 (inactive). (2) The compound is C1CN1c1nc(N2CC2)nc(N2CC2)n1. The result is 0 (inactive).